Dataset: Catalyst prediction with 721,799 reactions and 888 catalyst types from USPTO. Task: Predict which catalyst facilitates the given reaction. Reactant: [F:1][C:2]1[CH:3]=[C:4]([C:9]2[CH:14]=[CH:13][C:12]([C:15]([NH:17][C@@H:18]([C:30]([O:32][CH2:33][C:34]3[CH:39]=[CH:38][CH:37]=[CH:36][CH:35]=3)=[O:31])[CH2:19][C:20]([O:22][CH2:23][C:24]3[CH:29]=[CH:28][CH:27]=[CH:26][CH:25]=3)=[O:21])=[O:16])=[C:11]([N+:40]([O-])=O)[CH:10]=2)[CH:5]=[CH:6][C:7]=1[F:8].[H][H]. Product: [NH2:40][C:11]1[CH:10]=[C:9]([C:4]2[CH:5]=[CH:6][C:7]([F:8])=[C:2]([F:1])[CH:3]=2)[CH:14]=[CH:13][C:12]=1[C:15]([NH:17][C@@H:18]([C:30]([O:32][CH2:33][C:34]1[CH:35]=[CH:36][CH:37]=[CH:38][CH:39]=1)=[O:31])[CH2:19][C:20]([O:22][CH2:23][C:24]1[CH:25]=[CH:26][CH:27]=[CH:28][CH:29]=1)=[O:21])=[O:16]. The catalyst class is: 5.